This data is from NCI-60 drug combinations with 297,098 pairs across 59 cell lines. The task is: Regression. Given two drug SMILES strings and cell line genomic features, predict the synergy score measuring deviation from expected non-interaction effect. (1) Drug 1: CC1=C2C(C(=O)C3(C(CC4C(C3C(C(C2(C)C)(CC1OC(=O)C(C(C5=CC=CC=C5)NC(=O)OC(C)(C)C)O)O)OC(=O)C6=CC=CC=C6)(CO4)OC(=O)C)OC)C)OC. Drug 2: CN(CCCl)CCCl.Cl. Cell line: KM12. Synergy scores: CSS=45.2, Synergy_ZIP=3.93, Synergy_Bliss=2.73, Synergy_Loewe=-7.02, Synergy_HSA=5.28. (2) Drug 1: C1=C(C(=O)NC(=O)N1)F. Drug 2: CC1C(C(CC(O1)OC2CC(OC(C2O)C)OC3=CC4=CC5=C(C(=O)C(C(C5)C(C(=O)C(C(C)O)O)OC)OC6CC(C(C(O6)C)O)OC7CC(C(C(O7)C)O)OC8CC(C(C(O8)C)O)(C)O)C(=C4C(=C3C)O)O)O)O. Cell line: OVCAR-5. Synergy scores: CSS=32.1, Synergy_ZIP=-0.333, Synergy_Bliss=-1.81, Synergy_Loewe=-1.96, Synergy_HSA=-1.85. (3) Drug 1: CC1C(C(=O)NC(C(=O)N2CCCC2C(=O)N(CC(=O)N(C(C(=O)O1)C(C)C)C)C)C(C)C)NC(=O)C3=C4C(=C(C=C3)C)OC5=C(C(=O)C(=C(C5=N4)C(=O)NC6C(OC(=O)C(N(C(=O)CN(C(=O)C7CCCN7C(=O)C(NC6=O)C(C)C)C)C)C(C)C)C)N)C. Drug 2: CC1=C2C(C(=O)C3(C(CC4C(C3C(C(C2(C)C)(CC1OC(=O)C(C(C5=CC=CC=C5)NC(=O)OC(C)(C)C)O)O)OC(=O)C6=CC=CC=C6)(CO4)OC(=O)C)O)C)O. Cell line: RXF 393. Synergy scores: CSS=3.78, Synergy_ZIP=-0.981, Synergy_Bliss=0.885, Synergy_Loewe=-2.51, Synergy_HSA=-0.749.